The task is: Binary Classification. Given a drug SMILES string, predict its activity (active/inactive) in a high-throughput screening assay against a specified biological target.. This data is from Serine/threonine kinase 33 screen with 319,792 compounds. (1) The molecule is O=C(N1CCN(CC1)C\C=C\c1ccccc1)c1cc([N+]([O-])=O)ccc1. The result is 0 (inactive). (2) The result is 0 (inactive). The molecule is Clc1c(NC(=O)COC(=O)c2c3c(nc(c2)c2ccccc2)cccc3)cc(S(=O)(=O)N(C)C)cc1. (3) The compound is Clc1ccc(c2n(c3nc4c(nc3n2)cccc4)Cc2occc2)cc1. The result is 0 (inactive). (4) The molecule is Fc1ccc(C2N(C(=O)C(O)=C2C(=O)C)c2ccc(O)cc2)cc1. The result is 0 (inactive). (5) The molecule is O(c1c2c(ccc1)cccc2)CC(=O)N\N=C\c1c(c(OC)c(OC)cc1)C(O)=O. The result is 0 (inactive). (6) The molecule is S(=O)(=O)(N1CCN(CC1)CC(=O)Nc1cc(F)c(F)cc1)c1ccc(OC)cc1. The result is 0 (inactive). (7) The molecule is S(=O)(=O)(N(CC(=O)NCc1sccc1)CC)c1c(F)c(F)c(F)cc1. The result is 0 (inactive). (8) The compound is O=C1C(/c2c(C=C1)cccc2)=C\Nc1ccc(cc1)CC(O)=O. The result is 1 (active).